Dataset: Forward reaction prediction with 1.9M reactions from USPTO patents (1976-2016). Task: Predict the product of the given reaction. (1) Given the reactants [C:1]([O:5][C:6]([N:8]([CH3:22])[C@@H:9]([C:13]([CH3:21])([C:15]1[CH:20]=[CH:19][CH:18]=[CH:17][CH:16]=1)[CH3:14])[C:10](O)=[O:11])=[O:7])([CH3:4])([CH3:3])[CH3:2].F[P-](F)(F)(F)(F)F.N1(O[P+](N2CCCC2)(N2CCCC2)N2CCCC2)C2C=CC=CC=2N=N1.C(N(C(C)C)CC)(C)C.Cl.[NH2:66][C@@H:67]([C:84]([CH3:88])([S:86][CH3:87])[CH3:85])[C:68]([N:70]([CH3:83])[C@@H:71]([CH:80]([CH3:82])[CH3:81])/[CH:72]=[C:73](\[CH3:79])/[C:74]([O:76][CH2:77][CH3:78])=[O:75])=[O:69], predict the reaction product. The product is: [CH:80]([C@@H:71](/[CH:72]=[C:73](\[CH3:79])/[C:74]([O:76][CH2:77][CH3:78])=[O:75])[N:70]([CH3:83])[C:68](=[O:69])[C@H:67]([C:84]([CH3:88])([S:86][CH3:87])[CH3:85])[NH:66][C:10](=[O:11])[C@H:9]([C:13]([CH3:14])([C:15]1[CH:20]=[CH:19][CH:18]=[CH:17][CH:16]=1)[CH3:21])[N:8]([CH3:22])[C:6](=[O:7])[O:5][C:1]([CH3:3])([CH3:2])[CH3:4])([CH3:82])[CH3:81]. (2) Given the reactants Cl.Br[C:3]1[CH:8]=[C:7]([CH3:9])[N:6]=[C:5]([C:10]([OH:12])=[O:11])[CH:4]=1.[CH3:13][NH:14][CH3:15], predict the reaction product. The product is: [CH3:13][N:14]([CH3:15])[C:3]1[CH:8]=[C:7]([CH3:9])[N:6]=[C:5]([C:10]([OH:12])=[O:11])[CH:4]=1. (3) Given the reactants ClC1N=C(Cl)N=C2NN=CC=12.O1C=CCCC1.Cl[C:19]1[N:24]=[C:23]([Cl:25])[N:22]=[C:21]2[N:26]([CH:29]3[CH2:34][CH2:33][CH2:32][CH2:31][O:30]3)[N:27]=[CH:28][C:20]=12.[C:35]([NH:39][C:40]1[CH:41]=[C:42](B(O)O)[CH:43]=[CH:44][CH:45]=1)(=[O:38])[CH:36]=[CH2:37], predict the reaction product. The product is: [Cl:25][C:23]1[N:22]=[C:21]2[N:26]([CH:29]3[CH2:34][CH2:33][CH2:32][CH2:31][O:30]3)[N:27]=[CH:28][C:20]2=[C:19]([C:42]2[CH:41]=[C:40]([NH:39][C:35](=[O:38])[CH:36]=[CH2:37])[CH:45]=[CH:44][CH:43]=2)[N:24]=1. (4) Given the reactants [C:1]([O-:4])([O-])=[O:2].[Na+].[Na+].C[C:8]1[CH:13]=[CH:12][N:11]=[C:10]2[NH:14][CH:15]=[N:16][C:9]=12.[O-][Mn](=O)(=O)=O.[K+], predict the reaction product. The product is: [N:16]1[C:9]2[C:10](=[N:11][CH:12]=[CH:13][C:8]=2[C:1]([OH:4])=[O:2])[NH:14][CH:15]=1. (5) Given the reactants [Cl:1][C:2]1[CH:23]=[CH:22][C:5]([CH:6]([N:13]2[CH2:18][CH2:17][N:16]([CH2:19][CH2:20][NH2:21])[CH2:15][CH2:14]2)[C:7]2[CH:12]=[CH:11][CH:10]=[CH:9][CH:8]=2)=[CH:4][CH:3]=1.[C:24]1([N:30]2[C:34]([C:35]3[CH:40]=[CH:39][CH:38]=[CH:37][CH:36]=3)=[CH:33][C:32]([CH:41]=O)=[N:31]2)[CH:29]=[CH:28][CH:27]=[CH:26][CH:25]=1, predict the reaction product. The product is: [Cl:1][C:2]1[CH:3]=[CH:4][C:5]([CH:6]([N:13]2[CH2:14][CH2:15][N:16]([CH2:19][CH2:20][NH:21][CH2:41][C:32]3[CH:33]=[C:34]([C:35]4[CH:40]=[CH:39][CH:38]=[CH:37][CH:36]=4)[N:30]([C:24]4[CH:29]=[CH:28][CH:27]=[CH:26][CH:25]=4)[N:31]=3)[CH2:17][CH2:18]2)[C:7]2[CH:8]=[CH:9][CH:10]=[CH:11][CH:12]=2)=[CH:22][CH:23]=1.